From a dataset of Forward reaction prediction with 1.9M reactions from USPTO patents (1976-2016). Predict the product of the given reaction. (1) The product is: [CH3:1][CH:2]([CH3:24])[C@@H:3]([NH:8][C:9]1[C:18]2[CH:19]=[CH:20][N+:21]([O-:33])=[CH:22][C:17]=2[C:16]2[C:15](=[O:23])[NH:14][CH:13]=[CH:12][C:11]=2[N:10]=1)[C:4]([F:6])([F:5])[F:7]. Given the reactants [CH3:1][CH:2]([CH3:24])[C@@H:3]([NH:8][C:9]1[C:18]2[CH:19]=[CH:20][N:21]=[CH:22][C:17]=2[C:16]2[C:15](=[O:23])[NH:14][CH:13]=[CH:12][C:11]=2[N:10]=1)[C:4]([F:7])([F:6])[F:5].C1C=C(Cl)C=C(C(OO)=[O:33])C=1.S([O-])([O-])(=O)=S.[Na+].[Na+].C(=O)(O)[O-].[Na+], predict the reaction product. (2) The product is: [NH2:7][C:8]1[C:9]([O:20][C:21]2[CH:22]=[C:23]([CH:24]=[CH:25][CH:26]=2)[C:27]#[N:28])=[N:10][C:11]([C:14]2[CH:15]=[N:16][CH:17]=[CH:18][CH:19]=2)=[N:12][CH:13]=1. Given the reactants C(OC(=O)[NH:7][C:8]1[C:9]([O:20][C:21]2[CH:26]=[CH:25][CH:24]=[C:23]([C:27]#[N:28])[CH:22]=2)=[N:10][C:11]([C:14]2[CH:15]=[N:16][CH:17]=[CH:18][CH:19]=2)=[N:12][CH:13]=1)(C)(C)C.C(O)(C(F)(F)F)=O, predict the reaction product. (3) Given the reactants [C:1]([O:5][C:6](=[O:33])[NH:7][C:8]1([C:12]2[CH:17]=[CH:16][C:15]([C:18]3[C:23]([C:24]4[CH:29]=[CH:28][CH:27]=[CH:26][CH:25]=4)=[CH:22][C:21]([NH2:30])=[C:20]([CH2:31][NH2:32])[N:19]=3)=[CH:14][CH:13]=2)[CH2:11][CH2:10][CH2:9]1)([CH3:4])([CH3:3])[CH3:2].C1N=CN([C:39](N2C=NC=C2)=[O:40])C=1, predict the reaction product. The product is: [C:1]([O:5][C:6](=[O:33])[NH:7][C:8]1([C:12]2[CH:13]=[CH:14][C:15]([C:18]3[C:23]([C:24]4[CH:25]=[CH:26][CH:27]=[CH:28][CH:29]=4)=[CH:22][C:21]4[NH:30][C:39](=[O:40])[NH:32][CH2:31][C:20]=4[N:19]=3)=[CH:16][CH:17]=2)[CH2:9][CH2:10][CH2:11]1)([CH3:4])([CH3:2])[CH3:3]. (4) Given the reactants [NH2:1][C:2]1[C:7]([NH2:8])=[C:6]([NH:9][C@@H:10]2[C@@H:15]3[CH2:16][C@@H:12]([CH:13]=[CH:14]3)[C@@H:11]2[C:17]([NH2:19])=[O:18])[C:5]([Br:20])=[CH:4][N:3]=1.[Cl:21][C:22]1[CH:23]=[C:24]([CH:27]=[CH:28][CH:29]=1)[CH:25]=O.C([O-])(=O)C.[NH4+], predict the reaction product. The product is: [Br:20][C:5]1[C:6]([NH:9][C@@H:10]2[C@@H:15]3[CH2:16][C@@H:12]([CH:13]=[CH:14]3)[C@@H:11]2[C:17]([NH2:19])=[O:18])=[C:7]2[N:8]=[C:25]([C:24]3[CH:27]=[CH:28][CH:29]=[C:22]([Cl:21])[CH:23]=3)[NH:1][C:2]2=[N:3][CH:4]=1. (5) Given the reactants [NH:1]1[CH:5]=[N:4][C:3]([NH2:6])=[N:2]1.[Si:7]([O:14][CH:15]1[CH2:20][CH2:19][C:18](=O)[CH2:17][CH2:16]1)([C:10]([CH3:13])([CH3:12])[CH3:11])([CH3:9])[CH3:8].C([BH3-])#N.[Na+].O, predict the reaction product. The product is: [Si:7]([O:14][CH:15]1[CH2:16][CH2:17][CH:18]([NH:6][C:3]2[NH:4][CH:5]=[N:1][N:2]=2)[CH2:19][CH2:20]1)([C:10]([CH3:13])([CH3:12])[CH3:11])([CH3:9])[CH3:8].